This data is from NCI-60 drug combinations with 297,098 pairs across 59 cell lines. The task is: Regression. Given two drug SMILES strings and cell line genomic features, predict the synergy score measuring deviation from expected non-interaction effect. (1) Drug 1: C1C(C(OC1N2C=C(C(=O)NC2=O)F)CO)O. Drug 2: CCC(=C(C1=CC=CC=C1)C2=CC=C(C=C2)OCCN(C)C)C3=CC=CC=C3.C(C(=O)O)C(CC(=O)O)(C(=O)O)O. Cell line: HOP-62. Synergy scores: CSS=19.6, Synergy_ZIP=5.30, Synergy_Bliss=11.1, Synergy_Loewe=-16.4, Synergy_HSA=4.76. (2) Drug 1: CC1(CCCN1)C2=NC3=C(C=CC=C3N2)C(=O)N. Drug 2: CC(C)(C#N)C1=CC=C(C=C1)N2C3=C4C=C(C=CC4=NC=C3N(C2=O)C)C5=CC6=CC=CC=C6N=C5. Cell line: OVCAR3. Synergy scores: CSS=62.4, Synergy_ZIP=4.03, Synergy_Bliss=4.84, Synergy_Loewe=-31.6, Synergy_HSA=6.82. (3) Drug 1: CC1C(C(=O)NC(C(=O)N2CCCC2C(=O)N(CC(=O)N(C(C(=O)O1)C(C)C)C)C)C(C)C)NC(=O)C3=C4C(=C(C=C3)C)OC5=C(C(=O)C(=C(C5=N4)C(=O)NC6C(OC(=O)C(N(C(=O)CN(C(=O)C7CCCN7C(=O)C(NC6=O)C(C)C)C)C)C(C)C)C)N)C. Drug 2: C1=NC2=C(N=C(N=C2N1C3C(C(C(O3)CO)O)F)Cl)N. Cell line: SNB-75. Synergy scores: CSS=2.04, Synergy_ZIP=-0.196, Synergy_Bliss=0.829, Synergy_Loewe=-3.03, Synergy_HSA=-2.03. (4) Drug 1: CC1CCC2CC(C(=CC=CC=CC(CC(C(=O)C(C(C(=CC(C(=O)CC(OC(=O)C3CCCCN3C(=O)C(=O)C1(O2)O)C(C)CC4CCC(C(C4)OC)OCCO)C)C)O)OC)C)C)C)OC. Drug 2: CC1C(C(CC(O1)OC2CC(OC(C2O)C)OC3=CC4=CC5=C(C(=O)C(C(C5)C(C(=O)C(C(C)O)O)OC)OC6CC(C(C(O6)C)O)OC7CC(C(C(O7)C)O)OC8CC(C(C(O8)C)O)(C)O)C(=C4C(=C3C)O)O)O)O. Cell line: HS 578T. Synergy scores: CSS=34.1, Synergy_ZIP=-2.19, Synergy_Bliss=2.28, Synergy_Loewe=-1.91, Synergy_HSA=1.38. (5) Drug 1: CCC1=CC2CC(C3=C(CN(C2)C1)C4=CC=CC=C4N3)(C5=C(C=C6C(=C5)C78CCN9C7C(C=CC9)(C(C(C8N6C)(C(=O)OC)O)OC(=O)C)CC)OC)C(=O)OC.C(C(C(=O)O)O)(C(=O)O)O. Drug 2: CC12CCC3C(C1CCC2O)C(CC4=C3C=CC(=C4)O)CCCCCCCCCS(=O)CCCC(C(F)(F)F)(F)F. Cell line: SNB-75. Synergy scores: CSS=21.2, Synergy_ZIP=0.0432, Synergy_Bliss=1.45, Synergy_Loewe=-8.18, Synergy_HSA=3.19. (6) Drug 1: C1=CC(=CC=C1CCCC(=O)O)N(CCCl)CCCl. Drug 2: CC(C)NC(=O)C1=CC=C(C=C1)CNNC.Cl. Cell line: RPMI-8226. Synergy scores: CSS=43.8, Synergy_ZIP=3.15, Synergy_Bliss=5.42, Synergy_Loewe=-11.3, Synergy_HSA=-3.91. (7) Drug 1: CCCCCOC(=O)NC1=NC(=O)N(C=C1F)C2C(C(C(O2)C)O)O. Drug 2: C1CNP(=O)(OC1)N(CCCl)CCCl. Cell line: ACHN. Synergy scores: CSS=-4.62, Synergy_ZIP=-0.727, Synergy_Bliss=-4.66, Synergy_Loewe=-7.06, Synergy_HSA=-6.85.